Dataset: Forward reaction prediction with 1.9M reactions from USPTO patents (1976-2016). Task: Predict the product of the given reaction. (1) Given the reactants [NH2:1][C:2]1[CH:7]=[C:6]([O:8][CH2:9][C:10]2[CH:15]=[CH:14][CH:13]=[C:12]([O:16][CH3:17])[CH:11]=2)[CH:5]=[CH:4][C:3]=1[S:18][C:19]1[CH:24]=[CH:23][C:22]([OH:25])=[CH:21][CH:20]=1.C([C:28]1[C:29]([N:35]=[CH:36][N:37]([CH3:39])C)=[N:30][C:31]([CH3:34])=[CH:32][CH:33]=1)#N.NC1C=C(OCC2C=CC(OC)=CC=2)C=CC=1SC1C=CC(O)=CC=1, predict the reaction product. The product is: [CH3:17][O:16][C:12]1[CH:11]=[C:10]([CH:15]=[CH:14][CH:13]=1)[CH2:9][O:8][C:6]1[CH:5]=[CH:4][C:3]([S:18][C:19]2[CH:20]=[CH:21][C:22]([OH:25])=[CH:23][CH:24]=2)=[C:2]([NH:1][C:39]2[C:28]3[CH:33]=[CH:32][C:31]([CH3:34])=[N:30][C:29]=3[N:35]=[CH:36][N:37]=2)[CH:7]=1. (2) Given the reactants Cl.Cl.[CH3:3][C:4]1[CH:13]=[CH:12][C:11]2[C:6](=[CH:7][CH:8]=[CH:9][C:10]=2[O:14][CH2:15][CH2:16][N:17]2[CH2:22][CH2:21][CH:20]([CH2:23][C:24]3[CH:25]=[C:26]([CH:28]=[CH:29][CH:30]=3)[NH2:27])[CH2:19][CH2:18]2)[N:5]=1.C(N(CC)CC)C.[Cl:38][CH2:39][C:40](Cl)=[O:41], predict the reaction product. The product is: [Cl:38][CH2:39][C:40]([NH:27][C:26]1[CH:28]=[CH:29][CH:30]=[C:24]([CH2:23][CH:20]2[CH2:19][CH2:18][N:17]([CH2:16][CH2:15][O:14][C:10]3[CH:9]=[CH:8][CH:7]=[C:6]4[C:11]=3[CH:12]=[CH:13][C:4]([CH3:3])=[N:5]4)[CH2:22][CH2:21]2)[CH:25]=1)=[O:41].